From a dataset of Catalyst prediction with 721,799 reactions and 888 catalyst types from USPTO. Predict which catalyst facilitates the given reaction. Reactant: [CH3:1][C:2]1([CH3:16])[C:6]([CH3:8])([CH3:7])[O:5][B:4]([C:9]2[CH:14]=[CH:13][CH:12]=[CH:11][C:10]=2[CH3:15])[O:3]1.[Br:17]N1C(=O)CCC1=O.CC(N=NC(C#N)(C)C)(C#N)C. Product: [Br:17][CH2:15][C:10]1[CH:11]=[CH:12][CH:13]=[CH:14][C:9]=1[B:4]1[O:3][C:2]([CH3:16])([CH3:1])[C:6]([CH3:7])([CH3:8])[O:5]1. The catalyst class is: 10.